This data is from Full USPTO retrosynthesis dataset with 1.9M reactions from patents (1976-2016). The task is: Predict the reactants needed to synthesize the given product. Given the product [C:26]([O:25][C@@H:20]([C:16]1[C:17]([CH3:19])=[CH:18][C:13]2=[N:12][C:11]3=[CH:41][N:14]2[C:15]=1[N:30]1[CH2:35][CH2:34][C:33]([CH3:36])([CH2:37][CH2:38][CH2:3][CH2:2][CH2:1][O:4][C:5]2[CH:45]=[CH:44][CH:43]=[CH:42][C:6]=2[CH2:7][NH:8][C:9]3=[O:10])[CH2:32][CH2:31]1)[C:21]([OH:23])=[O:22])([CH3:29])([CH3:27])[CH3:28], predict the reactants needed to synthesize it. The reactants are: [CH2:1]([O:4][C:5]1[CH:45]=[CH:44][CH:43]=[CH:42][C:6]=1[CH2:7][NH:8][C:9]([C:11]1[N:12]=[C:13]2[CH:18]=[C:17]([CH3:19])[C:16]([C@H:20]([O:25][C:26]([CH3:29])([CH3:28])[CH3:27])[C:21]([O:23]C)=[O:22])=[C:15]([N:30]3[CH2:35][CH2:34][C:33]([CH2:37][CH2:38]C=C)([CH3:36])[CH2:32][CH2:31]3)[N:14]2[CH:41]=1)=[O:10])[CH:2]=[CH2:3].CC1C=CC(S(O)(=O)=O)=CC=1.[BH4-].[Na+].C([O-])(O)=O.[Na+].O[Li].O.